From a dataset of Reaction yield outcomes from USPTO patents with 853,638 reactions. Predict the reaction yield, written as a fraction of the theoretical maximum amount of product (1.0 means a 100% yield; for example, 0.34 means a 34% yield). (1) The reactants are C([O:8][C:9]1[C:10]([C:41]([NH:43][CH2:44][C:45]2[CH:50]=[CH:49][C:48]([F:51])=[CH:47][CH:46]=2)=[O:42])=[N:11][C:12]([C:15]2[C:16]([N:35]([CH3:40])[S:36]([CH3:39])(=[O:38])=[O:37])=[CH:17][C:18]3[O:22][C:21]([C:23]4[CH:28]=[CH:27][C:26]([F:29])=[CH:25][CH:24]=4)=[C:20]([C:30](=[O:33])[NH:31][CH3:32])[C:19]=3[CH:34]=2)=[CH:13][CH:14]=1)C1C=CC=CC=1. The catalyst is CO.[Pd]. The product is [F:51][C:48]1[CH:47]=[CH:46][C:45]([CH2:44][NH:43][C:41](=[O:42])[C:10]2[C:9]([OH:8])=[CH:14][CH:13]=[C:12]([C:15]3[C:16]([N:35]([CH3:40])[S:36]([CH3:39])(=[O:37])=[O:38])=[CH:17][C:18]4[O:22][C:21]([C:23]5[CH:24]=[CH:25][C:26]([F:29])=[CH:27][CH:28]=5)=[C:20]([C:30](=[O:33])[NH:31][CH3:32])[C:19]=4[CH:34]=3)[N:11]=2)=[CH:50][CH:49]=1. The yield is 0.700. (2) The reactants are COC1C=C(OC)C=CC=1C[N:6]([C:39]1[CH:44]=[CH:43][N:42]=[CH:41][N:40]=1)[S:7]([C:10]1[CH:15]=[C:14]([F:16])[C:13]([O:17][C@H:18]2[CH2:23][CH2:22][CH2:21][CH2:20][C@@H:19]2[C:24]2[C:25]([N+:35]([O-])=O)=[N:26][N:27](C3CCCCO3)[CH:28]=2)=[CH:12][C:11]=1[F:38])(=[O:9])=[O:8].[Cl-].[NH4+].C([SiH](CC)CC)C.CO. The catalyst is C(O)C.ClCCl.FC(F)(F)C(O)=O.[Fe]. The product is [NH2:35][C:25]1[C:24]([C@H:19]2[CH2:20][CH2:21][CH2:22][CH2:23][C@@H:18]2[O:17][C:13]2[C:14]([F:16])=[CH:15][C:10]([S:7]([NH:6][C:39]3[CH:44]=[CH:43][N:42]=[CH:41][N:40]=3)(=[O:8])=[O:9])=[C:11]([F:38])[CH:12]=2)=[CH:28][NH:27][N:26]=1. The yield is 0.210.